The task is: Predict the product of the given reaction.. This data is from Forward reaction prediction with 1.9M reactions from USPTO patents (1976-2016). (1) Given the reactants [N:1]1([C:7]2[CH:8]=[CH:9][C:10]3[N:11]([C:13]([C:16]([F:19])([F:18])[F:17])=[N:14][N:15]=3)[N:12]=2)[CH2:6][CH2:5][NH:4][CH2:3][CH2:2]1.[S:20]1[C:24]2[CH:25]=[CH:26][CH:27]=[CH:28][C:23]=2[C:22]([CH:29]=O)=[CH:21]1, predict the reaction product. The product is: [S:20]1[C:24]2[CH:25]=[CH:26][CH:27]=[CH:28][C:23]=2[C:22]([CH2:29][N:4]2[CH2:3][CH2:2][N:1]([C:7]3[CH:8]=[CH:9][C:10]4[N:11]([C:13]([C:16]([F:17])([F:18])[F:19])=[N:14][N:15]=4)[N:12]=3)[CH2:6][CH2:5]2)=[CH:21]1. (2) Given the reactants [Br:1][C:2]1[C:3](=[O:17])[NH:4][C:5](C)=[CH:6][C:7]=1[O:8][CH2:9][C:10]1[CH:15]=[CH:14][CH:13]=[CH:12][CH:11]=1.Br[CH2:19][C:20]1[CH:25]=[CH:24][C:23]([C:26]#[N:27])=[CH:22][CH:21]=1.C([O-])([O-])=O.[K+].[K+], predict the reaction product. The product is: [CH2:9]([O:8][C:7]1[CH:6]=[CH:5][N:4]([CH2:19][C:20]2[CH:25]=[CH:24][C:23]([C:26]#[N:27])=[CH:22][CH:21]=2)[C:3](=[O:17])[C:2]=1[Br:1])[C:10]1[CH:11]=[CH:12][CH:13]=[CH:14][CH:15]=1. (3) Given the reactants [Cl:1][C:2]1[C:7]2=[CH:8][CH:9]=[C:10]3[C:19]([N:18]=[C:17]4[C:12]([CH:13]=[CH:14][CH:15]=[C:16]4[C:20]([OH:22])=O)=[N:11]3)=[C:6]2[CH:5]=[CH:4][CH:3]=1.[CH3:23][N:24]([CH3:28])[CH2:25][CH2:26][NH2:27], predict the reaction product. The product is: [CH3:23][N:24]([CH3:28])[CH2:25][CH2:26][NH:27][C:20]([C:16]1[C:17]2[C:12](=[N:11][C:10]3[C:19]([N:18]=2)=[C:6]2[CH:5]=[CH:4][CH:3]=[C:2]([Cl:1])[C:7]2=[CH:8][CH:9]=3)[CH:13]=[CH:14][CH:15]=1)=[O:22]. (4) The product is: [Cl:4][C:5]1[CH:10]=[CH:9][C:8]([S:11]([CH:14]([C:23]2[CH:28]=[C:27]([F:29])[CH:26]=[CH:25][C:24]=2[F:30])[C:15]2[C:20]([CH3:21])=[CH:19][N:18]=[C:17]([NH:22][S:38]([CH3:37])(=[O:40])=[O:39])[CH:16]=2)(=[O:13])=[O:12])=[CH:7][CH:6]=1. Given the reactants C(Cl)Cl.[Cl:4][C:5]1[CH:10]=[CH:9][C:8]([S:11]([CH:14]([C:23]2[CH:28]=[C:27]([F:29])[CH:26]=[CH:25][C:24]=2[F:30])[C:15]2[C:20]([CH3:21])=[CH:19][N:18]=[C:17]([NH2:22])[CH:16]=2)(=[O:13])=[O:12])=[CH:7][CH:6]=1.N1C=CC=CC=1.[CH3:37][S:38](Cl)(=[O:40])=[O:39], predict the reaction product. (5) Given the reactants [C:1]([C:4]1[CH:5]=[C:6]([C:18]2[C:19]3[CH:28]=[CH:27][NH:26][C:20]=3[C:21](=[O:25])[N:22]([CH3:24])[CH:23]=2)[C:7]2[O:12][CH:11]([CH:13]([CH3:15])[CH3:14])[C:10](=[O:16])[NH:9][C:8]=2[CH:17]=1)(=[O:3])[CH3:2].[BH4-].[Na+], predict the reaction product. The product is: [OH:3][CH:1]([C:4]1[CH:5]=[C:6]([C:18]2[C:19]3[CH:28]=[CH:27][NH:26][C:20]=3[C:21](=[O:25])[N:22]([CH3:24])[CH:23]=2)[C:7]2[O:12][CH:11]([CH:13]([CH3:15])[CH3:14])[C:10](=[O:16])[NH:9][C:8]=2[CH:17]=1)[CH3:2]. (6) Given the reactants [OH:1][C@@:2]1([CH2:17][OH:18])[C:11]2[C:6](=[C:7]([O:13][CH:14]([F:16])[F:15])[CH:8]=[C:9]([Cl:12])[CH:10]=2)[O:5][CH2:4][CH2:3]1.O.C(=O)([O-])[OH:21].[Na+], predict the reaction product. The product is: [OH:1][C@@:2]1([C:17]([OH:21])=[O:18])[C:11]2[C:6](=[C:7]([O:13][CH:14]([F:15])[F:16])[CH:8]=[C:9]([Cl:12])[CH:10]=2)[O:5][CH2:4][CH2:3]1. (7) Given the reactants Br[C:2]1[CH:10]=[CH:9][C:8]([O:11][CH3:12])=[C:7]2[C:3]=1[C:4]([CH3:23])([CH3:22])[CH2:5][N:6]2[C:13]1[CH:18]=[CH:17][CH:16]=[CH:15][C:14]=1[N+:19]([O-:21])=[O:20].[F:24][C:25]1[CH:30]=[C:29](B(O)O)[CH:28]=[C:27]([F:34])[N:26]=1.C([O-])([O-])=O.[Cs+].[Cs+], predict the reaction product. The product is: [F:24][C:25]1[CH:30]=[C:29]([C:2]2[CH:10]=[CH:9][C:8]([O:11][CH3:12])=[C:7]3[C:3]=2[C:4]([CH3:23])([CH3:22])[CH2:5][N:6]3[C:13]2[CH:18]=[CH:17][CH:16]=[CH:15][C:14]=2[N+:19]([O-:21])=[O:20])[CH:28]=[C:27]([F:34])[N:26]=1.